Dataset: Forward reaction prediction with 1.9M reactions from USPTO patents (1976-2016). Task: Predict the product of the given reaction. Given the reactants [Br:1][C:2]1[CH:10]=[CH:9][C:8]([I:11])=[CH:7][C:3]=1[C:4](O)=[O:5].C(Cl)(=O)C([Cl:15])=O.CN(C=O)C, predict the reaction product. The product is: [Br:1][C:2]1[CH:10]=[CH:9][C:8]([I:11])=[CH:7][C:3]=1[C:4]([Cl:15])=[O:5].